This data is from Full USPTO retrosynthesis dataset with 1.9M reactions from patents (1976-2016). The task is: Predict the reactants needed to synthesize the given product. (1) Given the product [Br:1][C:2]1[CH:3]=[C:4]2[C:8](=[CH:9][CH:10]=1)[NH:7][C:6]1[CH:46]([CH:45]3[CH2:44][CH2:43][O:42][CH2:41][CH2:40]3)[NH:25][CH:12]([C:13]3[NH:14][CH:15]=[C:16]([C:18]4[CH:23]=[CH:22][C:21]([F:24])=[CH:20][CH:19]=4)[N:17]=3)[CH2:11][C:5]2=1, predict the reactants needed to synthesize it. The reactants are: [Br:1][C:2]1[CH:3]=[C:4]2[C:8](=[CH:9][CH:10]=1)[NH:7][CH:6]=[C:5]2[CH2:11][CH:12]([NH:25]C(=O)OC(C)(C)C)[C:13]1[NH:14][CH:15]=[C:16]([C:18]2[CH:23]=[CH:22][C:21]([F:24])=[CH:20][CH:19]=2)[N:17]=1.FC(F)(F)C(O)=O.[CH2:40]1[CH:45]([CH:46]=O)[CH2:44][CH2:43][O:42][CH2:41]1. (2) Given the product [F:1][C:2]([C:10]([F:11])([F:12])[F:13])([C:6]([F:7])([F:8])[F:9])[CH2:3][CH2:4][S:5][CH2:14][CH:16]1[CH2:17][O:18]1, predict the reactants needed to synthesize it. The reactants are: [F:1][C:2]([C:10]([F:13])([F:12])[F:11])([C:6]([F:9])([F:8])[F:7])[CH2:3][CH2:4][SH:5].[CH2:14]([CH:16]1[O:18][CH2:17]1)Cl.